Dataset: Reaction yield outcomes from USPTO patents with 853,638 reactions. Task: Predict the reaction yield, written as a fraction of the theoretical maximum amount of product (1.0 means a 100% yield; for example, 0.34 means a 34% yield). (1) The reactants are [N+:1]([C:4]1[CH:5]=[C:6]([CH:9]=[C:10]([N+:12]([O-])=O)[CH:11]=1)[C:7]#[N:8])([O-:3])=[O:2].Cl. The catalyst is CO.[Fe]. The product is [NH2:12][C:10]1[CH:9]=[C:6]([CH:5]=[C:4]([N+:1]([O-:3])=[O:2])[CH:11]=1)[C:7]#[N:8]. The yield is 0.610. (2) The reactants are [F:1][C:2]([F:17])([F:16])[O:3][C:4]1[CH:9]=[CH:8][C:7]([C:10]2([C:14]#N)[CH2:13][CH2:12][CH2:11]2)=[CH:6][CH:5]=1.[H-].C([Al+]CC(C)C)C(C)C.C(OCC)(=[O:30])C. The catalyst is ClCCl. The product is [F:1][C:2]([F:17])([F:16])[O:3][C:4]1[CH:9]=[CH:8][C:7]([C:10]2([CH:14]=[O:30])[CH2:13][CH2:12][CH2:11]2)=[CH:6][CH:5]=1. The yield is 0.553. (3) The reactants are [C:1]([Br:5])(Br)(Br)Br.C1(P(C2C=CC=CC=2)C2C=CC=CC=2)C=CC=CC=1.OC[CH2:27][C@:28]1([CH2:42][O:43][CH3:44])[CH2:32][N:31]([C@@H:33]([C:35]2[CH:40]=[CH:39][CH:38]=[CH:37][CH:36]=2)[CH3:34])[C:30](=[O:41])[CH2:29]1. The catalyst is ClCCl. The product is [Br:5][CH2:1][CH2:27][C@:28]1([CH2:42][O:43][CH3:44])[CH2:32][N:31]([C@@H:33]([C:35]2[CH:40]=[CH:39][CH:38]=[CH:37][CH:36]=2)[CH3:34])[C:30](=[O:41])[CH2:29]1. The yield is 0.590. (4) The reactants are [C:1]([O:5][C:6]([C:8]1([CH3:31])[CH2:12][O:11][S:10](=[O:13])[N:9]1[CH:14]([C:23]1[CH:28]=[CH:27][C:26]([O:29][CH3:30])=[CH:25][CH:24]=1)[C:15]1[CH:20]=[CH:19][C:18]([O:21][CH3:22])=[CH:17][CH:16]=1)=[O:7])([CH3:4])([CH3:3])[CH3:2].[OH2:32]. The catalyst is CC#N. The product is [C:1]([O:5][C:6]([C:8]1([CH3:31])[CH2:12][O:11][S:10](=[O:32])(=[O:13])[N:9]1[CH:14]([C:23]1[CH:24]=[CH:25][C:26]([O:29][CH3:30])=[CH:27][CH:28]=1)[C:15]1[CH:20]=[CH:19][C:18]([O:21][CH3:22])=[CH:17][CH:16]=1)=[O:7])([CH3:4])([CH3:3])[CH3:2]. The yield is 0.890. (5) The reactants are [C:1]1([P:7]([C:14]2[CH:19]=[CH:18][CH:17]=[CH:16][CH:15]=2)[C:8]2[CH:13]=[CH:12][CH:11]=[CH:10][CH:9]=2)[CH:6]=[CH:5][CH:4]=[CH:3][CH:2]=1.[I:20][C:21]1[CH:22]=[C:23]([CH:25]=[CH:26][CH:27]=1)[NH2:24]. The catalyst is CC([O-])=O.CC([O-])=O.[Pd+2].C1(C)C(C)=CC=CC=1. The product is [I-:20].[NH2:24][C:23]1[CH:22]=[C:21]([P+:7]([C:8]2[CH:9]=[CH:10][CH:11]=[CH:12][CH:13]=2)([C:14]2[CH:19]=[CH:18][CH:17]=[CH:16][CH:15]=2)[C:1]2[CH:2]=[CH:3][CH:4]=[CH:5][CH:6]=2)[CH:27]=[CH:26][CH:25]=1. The yield is 0.960.